Dataset: Catalyst prediction with 721,799 reactions and 888 catalyst types from USPTO. Task: Predict which catalyst facilitates the given reaction. (1) Reactant: [CH:1]1([S:4]([N:7]2[CH:11]=[C:10](B3OC(C)(C)C(C)(C)O3)[CH:9]=[N:8]2)(=[O:6])=[O:5])[CH2:3][CH2:2]1.Cl[C:22]1[N:27]=[C:26]([NH:28][C:29]2[N:34]=[CH:33][C:32]3[C:35]([C:41]([NH2:43])=[O:42])=[CH:36][N:37]([CH:38]([CH3:40])[CH3:39])[C:31]=3[CH:30]=2)[CH:25]=[CH:24][N:23]=1.C([O-])([O-])=O.[Na+].[Na+]. The catalyst class is: 10. Product: [CH:1]1([S:4]([N:7]2[CH:11]=[C:10]([C:22]3[N:27]=[C:26]([NH:28][C:29]4[N:34]=[CH:33][C:32]5[C:35]([C:41]([NH2:43])=[O:42])=[CH:36][N:37]([CH:38]([CH3:40])[CH3:39])[C:31]=5[CH:30]=4)[CH:25]=[CH:24][N:23]=3)[CH:9]=[N:8]2)(=[O:5])=[O:6])[CH2:2][CH2:3]1. (2) Product: [NH2:1][C:2]1[C:6]2[C:7](=[O:21])[N:8]([C:12]3[C:19]([F:20])=[CH:18][CH:17]=[CH:16][C:13]=3[C:14]#[N:15])[CH:9]=[C:10]([C:25]3[CH:26]=[CH:27][N:23]([CH3:22])[N:24]=3)[C:5]=2[NH:4][N:3]=1. The catalyst class is: 103. Reactant: [NH2:1][C:2]1[C:6]2[C:7](=[O:21])[N:8]([C:12]3[C:19]([F:20])=[CH:18][CH:17]=[CH:16][C:13]=3[C:14]#[N:15])[CH:9]=[C:10](Br)[C:5]=2[NH:4][N:3]=1.[CH3:22][N:23]1[CH:27]=[CH:26][C:25](B2OC(C)(C)C(C)(C)O2)=[N:24]1.C(=O)([O-])[O-].[Na+].[Na+].CN(C)C=O.